This data is from Catalyst prediction with 721,799 reactions and 888 catalyst types from USPTO. The task is: Predict which catalyst facilitates the given reaction. (1) Reactant: [NH:1]1[CH:5]=[C:4]([NH:6][C:7]([C:9]2[C:17]3[C:12](=[CH:13][C:14]([C:18]4[CH:19]=[N:20][N:21]([CH:23]5[CH2:28][CH2:27][CH2:26][CH2:25][O:24]5)[CH:22]=4)=[CH:15][CH:16]=3)[N:11]([CH2:29][O:30][CH2:31][CH2:32][Si:33]([CH3:36])([CH3:35])[CH3:34])[N:10]=2)=[O:8])[CH:3]=[N:2]1.[Br:37][C:38]1[CH:39]=[C:40]([CH:43]=[CH:44][CH:45]=1)[CH2:41]Br.C(=O)([O-])[O-].[Cs+].[Cs+]. Product: [Br:37][C:38]1[CH:39]=[C:40]([CH:43]=[CH:44][CH:45]=1)[CH2:41][N:2]1[CH:3]=[C:4]([NH:6][C:7]([C:9]2[C:17]3[C:12](=[CH:13][C:14]([C:18]4[CH:19]=[N:20][N:21]([CH:23]5[CH2:28][CH2:27][CH2:26][CH2:25][O:24]5)[CH:22]=4)=[CH:15][CH:16]=3)[N:11]([CH2:29][O:30][CH2:31][CH2:32][Si:33]([CH3:36])([CH3:35])[CH3:34])[N:10]=2)=[O:8])[CH:5]=[N:1]1. The catalyst class is: 508. (2) Reactant: [F:1][C:2]1[CH:3]=[C:4]([CH:9]=[C:10]([F:14])[C:11]=1[CH:12]=[O:13])[O:5][CH2:6][C:7]#[N:8].[BH4-].[Na+]. Product: [F:1][C:2]1[CH:3]=[C:4]([CH:9]=[C:10]([F:14])[C:11]=1[CH2:12][OH:13])[O:5][CH2:6][C:7]#[N:8]. The catalyst class is: 14. (3) Reactant: C([O:5][C:6](=[O:25])[CH2:7][O:8][C:9]1[CH:24]=[CH:23][C:12]2[C:13]([C:16]3[CH:21]=[CH:20][C:19]([Br:22])=[CH:18][CH:17]=3)=[N:14][S:15][C:11]=2[CH:10]=1)(C)(C)C.C(O)(C(F)(F)F)=O. Product: [Br:22][C:19]1[CH:18]=[CH:17][C:16]([C:13]2[C:12]3[CH:23]=[CH:24][C:9]([O:8][CH2:7][C:6]([OH:25])=[O:5])=[CH:10][C:11]=3[S:15][N:14]=2)=[CH:21][CH:20]=1. The catalyst class is: 2. (4) The catalyst class is: 11. Product: [CH2:1]([O:3][C:4]1[CH:9]=[C:8]([C:10]2[CH:11]=[CH:12][CH:13]=[CH:14][CH:15]=2)[N:7]=[C:6]([NH:21][C:24](=[O:33])[O:47][C:43]([CH3:46])([CH3:45])[CH3:44])[CH:5]=1)[CH3:2]. Reactant: [CH2:1]([O:3][C:4]1[CH:9]=[C:8]([C:10]2[CH:15]=[CH:14][CH:13]=[CH:12][CH:11]=2)[N:7]=[C:6](C(O)=O)[CH:5]=1)[CH3:2].C([N:21]([CH2:24]C)CC)C.C1C=CC(P(N=[N+]=[N-])(C2C=CC=CC=2)=[O:33])=CC=1.[C:43]([OH:47])([CH3:46])([CH3:45])[CH3:44].